This data is from Forward reaction prediction with 1.9M reactions from USPTO patents (1976-2016). The task is: Predict the product of the given reaction. (1) Given the reactants Cl[C:2]1[N:3]=[CH:4][C:5]([C:8]([O:10][CH3:11])=[O:9])=[N:6][CH:7]=1.C([O-])([O-])=O.[K+].[K+].[NH:18]([CH3:20])[CH3:19].Cl, predict the reaction product. The product is: [CH3:19][N:18]([CH3:20])[C:2]1[N:3]=[CH:4][C:5]([C:8]([O:10][CH3:11])=[O:9])=[N:6][CH:7]=1. (2) Given the reactants [OH:1][CH:2]1[CH:7]2[CH2:8][CH2:9][N:4]([CH2:5][CH2:6]2)[CH2:3]1.[F:10][C:11]1[CH:24]=[CH:23][C:14]([O:15][C:16]2[CH:21]=[CH:20][C:19](O)=[CH:18][CH:17]=2)=[CH:13][CH:12]=1, predict the reaction product. The product is: [F:10][C:11]1[CH:24]=[CH:23][C:14]([O:15][C:16]2[CH:21]=[CH:20][C:19]([O:1][CH:2]3[CH:7]4[CH2:8][CH2:9][N:4]([CH2:5][CH2:6]4)[CH2:3]3)=[CH:18][CH:17]=2)=[CH:13][CH:12]=1. (3) Given the reactants Br[C:2]1[S:27][C:5]2[N:6]=[CH:7][N:8]=[C:9]([NH:10][C:11]3[CH:16]=[CH:15][C:14]([O:17][CH2:18][C:19]4[CH:24]=[CH:23][CH:22]=[C:21]([F:25])[CH:20]=4)=[C:13]([Cl:26])[CH:12]=3)[C:4]=2[CH:3]=1.[N:28]1[C:37]2[C:32](=[CH:33][CH:34]=[CH:35][CH:36]=2)[C:31]([C:38]([OH:40])=O)=[CH:30][N:29]=1, predict the reaction product. The product is: [Cl:26][C:13]1[CH:12]=[C:11]([NH:10][C:9]2[C:4]3[CH:3]=[C:2]([C:3]#[C:4][CH2:5][NH:6][C:38]([C:31]4[C:32]5[C:37](=[CH:36][CH:35]=[CH:34][CH:33]=5)[N:28]=[N:29][CH:30]=4)=[O:40])[S:27][C:5]=3[N:6]=[CH:7][N:8]=2)[CH:16]=[CH:15][C:14]=1[O:17][CH2:18][C:19]1[CH:24]=[CH:23][CH:22]=[C:21]([F:25])[CH:20]=1. (4) Given the reactants [C:1]([O:5][NH:6][C:7]([CH2:9][CH2:10][CH2:11][CH2:12][CH2:13][CH2:14][NH2:15])=[O:8])([CH3:4])([CH3:3])[CH3:2].Cl[C:17]1[N:18]=[N+:19]([O-:27])[C:20]2[CH:26]=[CH:25][CH:24]=[CH:23][C:21]=2[N:22]=1.CCN(CC)CC, predict the reaction product. The product is: [C:1]([O:5][NH:6][C:7]([CH2:9][CH2:10][CH2:11][CH2:12][CH2:13][CH2:14][NH:15][C:17]1[N:18]=[N+:19]([O-:27])[C:20]2[CH:26]=[CH:25][CH:24]=[CH:23][C:21]=2[N:22]=1)=[O:8])([CH3:4])([CH3:3])[CH3:2]. (5) The product is: [CH3:1][O:2][C:3](=[O:26])[CH2:4][C:5]1[CH:10]=[CH:9][CH:8]=[C:7]([O:11][CH2:12][CH2:13][C@H:14]([N:16]([CH2:34][C:33]2[CH:36]=[CH:37][CH:38]=[C:39]([C:40]([F:41])([F:43])[F:42])[C:32]=2[Cl:31])[CH2:17][C@H:18]([C:20]2[CH:21]=[CH:22][CH:23]=[CH:24][CH:25]=2)[CH3:19])[CH3:15])[CH:6]=1. Given the reactants [CH3:1][O:2][C:3](=[O:26])[CH2:4][C:5]1[CH:10]=[CH:9][CH:8]=[C:7]([O:11][CH2:12][CH2:13][C@H:14]([NH:16][CH2:17][C@H:18]([C:20]2[CH:25]=[CH:24][CH:23]=[CH:22][CH:21]=2)[CH3:19])[CH3:15])[CH:6]=1.C(O)(=O)C.[Cl:31][C:32]1[C:39]([C:40]([F:43])([F:42])[F:41])=[CH:38][CH:37]=[CH:36][C:33]=1[CH:34]=O.C(O[BH-](OC(=O)C)OC(=O)C)(=O)C.[Na+], predict the reaction product. (6) Given the reactants Cl[C:2]1[C:6]([C:7]([N:9]([O:11][CH3:12])[CH3:10])=[O:8])=[CH:5][N:4]([CH2:13][C:14]2[CH:19]=[CH:18][C:17]([O:20][CH3:21])=[CH:16][CH:15]=2)[N:3]=1.O.[CH3:23][NH2:24], predict the reaction product. The product is: [CH3:12][O:11][N:9]([CH3:10])[C:7]([C:6]1[C:2]([NH:24][CH3:23])=[N:3][N:4]([CH2:13][C:14]2[CH:19]=[CH:18][C:17]([O:20][CH3:21])=[CH:16][CH:15]=2)[CH:5]=1)=[O:8]. (7) Given the reactants [N+:1]([O-:4])(O)=[O:2].S(=O)(=O)(O)O.[Cl:10][C:11]1[C:20]2[C:15](=[CH:16][C:17]([Cl:21])=[CH:18][CH:19]=2)[N:14]=[CH:13][CH:12]=1, predict the reaction product. The product is: [Cl:10][C:11]1[C:20]2[C:15](=[C:16]([N+:1]([O-:4])=[O:2])[C:17]([Cl:21])=[CH:18][CH:19]=2)[N:14]=[CH:13][CH:12]=1.